This data is from Catalyst prediction with 721,799 reactions and 888 catalyst types from USPTO. The task is: Predict which catalyst facilitates the given reaction. (1) Reactant: C([O:4][CH:5]1[CH2:10][CH2:9][CH:8]([C:11]([F:26])([F:25])[CH2:12][CH:13]2[C:21]3[C:16](=[CH:17][CH:18]=[CH:19][CH:20]=3)[C:15]3=[CH:22][N:23]=[CH:24][N:14]23)[CH2:7][CH2:6]1)(=O)C.C(=O)([O-])[O-].[K+].[K+].[Cl-].[NH4+].C(#N)C. Product: [F:26][C:11]([CH:8]1[CH2:9][CH2:10][CH:5]([OH:4])[CH2:6][CH2:7]1)([F:25])[CH2:12][CH:13]1[C:21]2[C:16](=[CH:17][CH:18]=[CH:19][CH:20]=2)[C:15]2=[CH:22][N:23]=[CH:24][N:14]12. The catalyst class is: 24. (2) Reactant: NC1C=CNN=1.O/[CH:8]=[C:9]1\[C:10](=[O:18])[NH:11][C:12]2[C:17]\1=[CH:16][CH:15]=[CH:14][CH:13]=2.[CH3:19][O:20][C:21](=[O:34])[C:22]1[CH:27]=[CH:26][C:25]([C:28]2[NH:29][N:30]=[C:31]([NH2:33])[CH:32]=2)=[CH:24][CH:23]=1. Product: [CH3:19][O:20][C:21](=[O:34])[C:22]1[CH:23]=[CH:24][C:25]([C:28]2[NH:29][N:30]=[C:31]([NH:33][CH:8]=[C:9]3[C:17]4[C:12](=[CH:13][CH:14]=[CH:15][CH:16]=4)[NH:11][C:10]3=[O:18])[CH:32]=2)=[CH:26][CH:27]=1. The catalyst class is: 7. (3) Reactant: F[C:2]1[CH:11]=[CH:10][C:5]([C:6]([O:8][CH3:9])=[O:7])=[CH:4][C:3]=1[N+:12]([O-:14])=[O:13].C(=O)([O-])[O-].[K+].[K+].[SH:21][CH2:22][CH2:23][C:24]([O:26][CH2:27][CH:28]([CH2:33][CH3:34])[CH2:29][CH2:30][CH2:31][CH3:32])=[O:25]. Product: [CH2:33]([CH:28]([CH2:29][CH2:30][CH2:31][CH3:32])[CH2:27][O:26][C:24](=[O:25])[CH2:23][CH2:22][S:21][C:2]1[CH:11]=[CH:10][C:5]([C:6]([O:8][CH3:9])=[O:7])=[CH:4][C:3]=1[N+:12]([O-:14])=[O:13])[CH3:34]. The catalyst class is: 39. (4) Reactant: [C:1]([O:5][C@@H:6]([C:12]1[C:31]([CH3:32])=[CH:30][C:15]2[N:16]=[C:17]([C:19]3[CH:29]=[CH:28][C:22]4[N:23]([CH3:27])[C:24]([CH3:26])=[N:25][C:21]=4[CH:20]=3)[S:18][C:14]=2[C:13]=1[C:33]1[CH:38]=[CH:37][C:36]([Cl:39])=[CH:35][CH:34]=1)[C:7]([O:9]CC)=[O:8])([CH3:4])([CH3:3])[CH3:2].[OH-].[Na+]. Product: [C:1]([O:5][C@@H:6]([C:12]1[C:31]([CH3:32])=[CH:30][C:15]2[N:16]=[C:17]([C:19]3[CH:29]=[CH:28][C:22]4[N:23]([CH3:27])[C:24]([CH3:26])=[N:25][C:21]=4[CH:20]=3)[S:18][C:14]=2[C:13]=1[C:33]1[CH:38]=[CH:37][C:36]([Cl:39])=[CH:35][CH:34]=1)[C:7]([OH:9])=[O:8])([CH3:4])([CH3:2])[CH3:3]. The catalyst class is: 92. (5) Reactant: [H-].[Na+].[CH:3]1([CH2:6][NH:7][C:8]2[CH:15]=[CH:14][C:11]([C:12]#[N:13])=[C:10]([C:16]([F:19])([F:18])[F:17])[CH:9]=2)[CH2:5][CH2:4]1.Br[CH2:21][C:22]([O:24][C:25]([CH3:28])([CH3:27])[CH3:26])=[O:23].C(OCC)C. Product: [C:12]([C:11]1[CH:14]=[CH:15][C:8]([N:7]([CH2:6][CH:3]2[CH2:5][CH2:4]2)[CH2:21][C:22]([O:24][C:25]([CH3:28])([CH3:27])[CH3:26])=[O:23])=[CH:9][C:10]=1[C:16]([F:17])([F:18])[F:19])#[N:13]. The catalyst class is: 3. (6) Reactant: [CH2:1]([Mg]Br)[CH3:2].[Br:5][C:6]1[CH:7]=[C:8]2[N:16]([CH3:17])[CH:15]=[CH:14][C:9]2=[N:10][C:11]=1[C:12]#[N:13].[BH4-].[Na+]. Product: [Br:5][C:6]1[CH:7]=[C:8]2[N:16]([CH3:17])[CH:15]=[CH:14][C:9]2=[N:10][C:11]=1[CH:12]([NH2:13])[CH2:1][CH3:2]. The catalyst class is: 1. (7) Reactant: [CH3:1][O:2][C:3]1[CH:8]=[CH:7][C:6]([C:9]2[CH:14]=[CH:13][C:12](/[CH:15]=[CH:16]/[C:17]([O:19][CH2:20][CH3:21])=[O:18])=[CH:11][CH:10]=2)=[CH:5][CH:4]=1.C(O)(=O)C. Product: [CH3:1][O:2][C:3]1[CH:4]=[CH:5][C:6]([C:9]2[CH:14]=[CH:13][C:12]([CH2:15][CH2:16][C:17]([O:19][CH2:20][CH3:21])=[O:18])=[CH:11][CH:10]=2)=[CH:7][CH:8]=1. The catalyst class is: 13.